This data is from Reaction yield outcomes from USPTO patents with 853,638 reactions. The task is: Predict the reaction yield, written as a fraction of the theoretical maximum amount of product (1.0 means a 100% yield; for example, 0.34 means a 34% yield). (1) The reactants are CC1C=CC(S(OCC2CC3C(C4C=CC=CC=4)=CC=CC=3O2)(=O)=O)=CC=1.[N-]=[N+]=[N-].[Na+].[C:32]1([C:38]2[C:43]3[CH2:44][CH:45]([CH2:47][N:48]=[N+]=[N-])[O:46][C:42]=3[CH:41]=[CH:40][CH:39]=2)[CH:37]=[CH:36][CH:35]=[CH:34][CH:33]=1.[N-]=[N+]=[N-].Cl. The catalyst is C(O)C.[Pd].C(O)(C)C. The product is [C:32]1([C:38]2[C:43]3[CH2:44][CH:45]([CH2:47][NH2:48])[O:46][C:42]=3[CH:41]=[CH:40][CH:39]=2)[CH:33]=[CH:34][CH:35]=[CH:36][CH:37]=1. The yield is 0.940. (2) The reactants are [CH2:1]([O:3][C:4](=[O:17])[CH2:5][NH:6][CH2:7][CH2:8][NH:9][C:10]([O:12][C:13]([CH3:16])([CH3:15])[CH3:14])=[O:11])[CH3:2].[N:18]1([CH2:27][CH2:28][C:29](O)=[O:30])[CH:26]=[C:24]([CH3:25])[C:22](=[O:23])[NH:21][C:19]1=[O:20].C(Cl)Cl.C1CCC(N=C=NC2CCCCC2)CC1. The catalyst is CN(C=O)C. The product is [CH2:1]([O:3][C:4](=[O:17])[CH2:5][N:6]([CH2:7][CH2:8][NH:9][C:10]([O:12][C:13]([CH3:16])([CH3:15])[CH3:14])=[O:11])[C:29](=[O:30])[CH2:28][CH2:27][N:18]1[CH:26]=[C:24]([CH3:25])[C:22](=[O:23])[NH:21][C:19]1=[O:20])[CH3:2]. The yield is 0.590. (3) The reactants are [CH:1]([NH:4][C:5]([CH2:7][NH:8][C:9](=[O:27])[C:10]1[CH:15]=[C:14]([N:16]2[CH2:22][CH2:21][CH2:20][NH:19][CH:18]([CH3:23])[CH2:17]2)[CH:13]=[CH:12][C:11]=1[N+:24]([O-:26])=[O:25])=[O:6])([CH3:3])[CH3:2].[C:28]([O:32][C:33](O[C:33]([O:32][C:28]([CH3:31])([CH3:30])[CH3:29])=[O:34])=[O:34])([CH3:31])([CH3:30])[CH3:29]. The catalyst is C(Cl)Cl. The product is [C:28]([O:32][C:33]([N:19]1[CH2:20][CH2:21][CH2:22][N:16]([C:14]2[CH:13]=[CH:12][C:11]([N+:24]([O-:26])=[O:25])=[C:10]([C:9](=[O:27])[NH:8][CH2:7][C:5](=[O:6])[NH:4][CH:1]([CH3:2])[CH3:3])[CH:15]=2)[CH2:17][CH:18]1[CH3:23])=[O:34])([CH3:31])([CH3:30])[CH3:29]. The yield is 1.00.